Predict which catalyst facilitates the given reaction. From a dataset of Catalyst prediction with 721,799 reactions and 888 catalyst types from USPTO. (1) Reactant: [CH3:1][C:2]1([CH3:33])[C:11]2[C:6](=[CH:7][CH:8]=[C:9]([C:12]([O:14]CC)=[O:13])[CH:10]=2)[NH:5][CH:4]([C:17]2[CH:22]=[CH:21][CH:20]=[CH:19][C:18]=2[NH:23][S:24]([C:27]2[CH:28]=[N:29][CH:30]=[CH:31][CH:32]=2)(=[O:26])=[O:25])[CH2:3]1.O.[OH-].[Li+].[OH-].[Na+]. Product: [CH3:1][C:2]1([CH3:33])[C:11]2[C:6](=[CH:7][CH:8]=[C:9]([C:12]([OH:14])=[O:13])[CH:10]=2)[NH:5][CH:4]([C:17]2[CH:22]=[CH:21][CH:20]=[CH:19][C:18]=2[NH:23][S:24]([C:27]2[CH:28]=[N:29][CH:30]=[CH:31][CH:32]=2)(=[O:26])=[O:25])[CH2:3]1. The catalyst class is: 40. (2) Reactant: [Cl:1][C:2]1[CH:7]=[CH:6][CH:5]=[CH:4][C:3]=1[C:8]1[N:9]([CH2:25][CH2:26]SC)[C:10]2[C:15]([N:16]=1)=[C:14]([N:17]1[CH2:22][CH2:21][N:20]([CH3:23])[CH2:19][CH2:18]1)[N:13]=[C:12]([CH3:24])[N:11]=2.[S:29]([O-:34])(O[O-])(=O)=[O:30].[K+].[K+].S(S([O-])=O)([O-])(=O)=O.[Na+].[Na+].O1CCC[CH2:47]1. Product: [Cl:1][C:2]1[CH:7]=[CH:6][CH:5]=[CH:4][C:3]=1[C:8]1[N:9]([CH2:25][CH2:26][S:29]([CH3:47])(=[O:34])=[O:30])[C:10]2[C:15]([N:16]=1)=[C:14]([N:17]1[CH2:22][CH2:21][N:20]([CH3:23])[CH2:19][CH2:18]1)[N:13]=[C:12]([CH3:24])[N:11]=2. The catalyst class is: 24. (3) Reactant: CS[C:3]1[CH:8]=[CH:7][C:6]([C:9]2[CH:14]=[C:13]([C:15]([F:18])([F:17])[F:16])[CH:12]=[CH:11][N:10]=2)=[CH:5][CH:4]=1.O[O:20][S:21]([O-:23])=O.[K+].[CH3:25]O. Product: [CH3:25][S:21]([C:3]1[CH:4]=[CH:5][C:6]([C:9]2[CH:14]=[C:13]([C:15]([F:18])([F:16])[F:17])[CH:12]=[CH:11][N:10]=2)=[CH:7][CH:8]=1)(=[O:23])=[O:20]. The catalyst class is: 6. (4) Reactant: [F:1][C:2]1[CH:34]=[CH:33][CH:32]=[C:31]([F:35])[C:3]=1[C:4]([NH:6][C:7]1[S:8][C:9]([C:21]2[CH:26]=[CH:25][CH:24]=[C:23]([C:27]([F:30])([F:29])[F:28])[CH:22]=2)=[C:10]([C:12]2[CH:16]=[C:15]([Si](C)(C)C)[O:14][N:13]=2)[N:11]=1)=[O:5].[F-].[Cs+]. Product: [F:35][C:31]1[CH:32]=[CH:33][CH:34]=[C:2]([F:1])[C:3]=1[C:4]([NH:6][C:7]1[S:8][C:9]([C:21]2[CH:26]=[CH:25][CH:24]=[C:23]([C:27]([F:28])([F:29])[F:30])[CH:22]=2)=[C:10]([C:12]2[CH:16]=[CH:15][O:14][N:13]=2)[N:11]=1)=[O:5]. The catalyst class is: 511. (5) Reactant: [NH2:1][C:2]1[CH:7]=[C:6]([O:8][CH3:9])[CH:5]=[CH:4][C:3]=1[N:10]1[CH2:15][CH2:14][CH:13]([NH:16][C:17](=[O:23])[O:18][C:19]([CH3:22])([CH3:21])[CH3:20])[CH2:12][CH2:11]1.[NH2:24][C:25]1[C:26]([C:32](O)=[O:33])=[N:27][C:28]([Br:31])=[CH:29][N:30]=1. Product: [NH2:24][C:25]1[C:26]([C:32]([NH:1][C:2]2[CH:7]=[C:6]([O:8][CH3:9])[CH:5]=[CH:4][C:3]=2[N:10]2[CH2:15][CH2:14][CH:13]([NH:16][C:17](=[O:23])[O:18][C:19]([CH3:20])([CH3:22])[CH3:21])[CH2:12][CH2:11]2)=[O:33])=[N:27][C:28]([Br:31])=[CH:29][N:30]=1. The catalyst class is: 10.